Dataset: Full USPTO retrosynthesis dataset with 1.9M reactions from patents (1976-2016). Task: Predict the reactants needed to synthesize the given product. (1) Given the product [O:42]1[C:41]2[CH:46]=[CH:47][C:38]([C:36](=[O:37])[CH2:35][NH:34][C:12]([C:10]3[S:11][C:7]4[C:6]([N:15]5[CH2:20][CH2:19][O:18][CH2:17][CH2:16]5)=[CH:5][CH:4]=[C:3]([O:2][CH3:1])[C:8]=4[N:9]=3)=[O:14])=[CH:39][C:40]=2[O:45][CH2:44][CH2:43]1, predict the reactants needed to synthesize it. The reactants are: [CH3:1][O:2][C:3]1[C:8]2[N:9]=[C:10]([C:12]([OH:14])=O)[S:11][C:7]=2[C:6]([N:15]2[CH2:20][CH2:19][O:18][CH2:17][CH2:16]2)=[CH:5][CH:4]=1.C(N1C=CN=C1)(N1C=CN=C1)=O.Cl.[NH2:34][CH2:35][C:36]([C:38]1[CH:47]=[CH:46][C:41]2[O:42][CH2:43][CH2:44][O:45][C:40]=2[CH:39]=1)=[O:37].C(N(CC)CC)C. (2) Given the product [Si:1]([O:8][C@@H:9]1[C@@:29]2([CH3:30])[C:13](=[CH:14][CH:15]=[C:16]3[C@@H:28]2[CH2:27][CH2:26][C@@:25]2([CH3:31])[C@H:17]3[CH2:18][CH:19]=[C:20]2[C:21]([O:24][CH2:41][C:42]#[C:43][C:44]([O:47][Si:48]([CH2:49][CH3:50])([CH2:51][CH3:52])[CH2:53][CH3:54])([CH3:45])[CH3:46])([CH3:23])[CH3:22])[CH2:12][C@@H:11]([O:32][Si:33]([C:36]([CH3:39])([CH3:38])[CH3:37])([CH3:34])[CH3:35])[CH2:10]1)([C:4]([CH3:7])([CH3:6])[CH3:5])([CH3:3])[CH3:2], predict the reactants needed to synthesize it. The reactants are: [Si:1]([O:8][C@@H:9]1[C@@:29]2([CH3:30])[C:13](=[CH:14][CH:15]=[C:16]3[C@@H:28]2[CH2:27][CH2:26][C@@:25]2([CH3:31])[C@H:17]3[CH2:18][CH:19]=[C:20]2[C:21]([OH:24])([CH3:23])[CH3:22])[CH2:12][C@@H:11]([O:32][Si:33]([C:36]([CH3:39])([CH3:38])[CH3:37])([CH3:35])[CH3:34])[CH2:10]1)([C:4]([CH3:7])([CH3:6])[CH3:5])([CH3:3])[CH3:2].Br[CH2:41][C:42]#[C:43][C:44]([O:47][Si:48]([CH2:53][CH3:54])([CH2:51][CH3:52])[CH2:49][CH3:50])([CH3:46])[CH3:45].[H-].[Na+].C1OCCOCCOCCOCCOC1. (3) Given the product [O:5]=[C:4]([C:6]1[CH:11]=[CH:10][CH:9]=[CH:8][CH:7]=1)[CH2:3][CH2:2][N:30]1[CH2:31][CH2:32][CH:27]([CH2:26][CH2:25][S:22]([C:19]2[CH:20]=[CH:21][C:16]([S:13]([CH3:12])(=[O:15])=[O:14])=[CH:17][CH:18]=2)(=[O:24])=[O:23])[CH2:28][CH2:29]1, predict the reactants needed to synthesize it. The reactants are: Cl[CH2:2][CH2:3][C:4]([C:6]1[CH:11]=[CH:10][CH:9]=[CH:8][CH:7]=1)=[O:5].[CH3:12][S:13]([C:16]1[CH:21]=[CH:20][C:19]([S:22]([CH2:25][CH2:26][CH:27]2[CH2:32][CH2:31][NH:30][CH2:29][CH2:28]2)(=[O:24])=[O:23])=[CH:18][CH:17]=1)(=[O:15])=[O:14].C(=O)([O-])[O-].[K+].[K+]. (4) The reactants are: [CH3:1][CH:2]1[C:6](=O)[CH2:5][CH2:4][C:3]1=[O:8].[NH2:9][C:10]1[CH:19]=[CH:18][C:13]([C:14]([O:16][CH3:17])=[O:15])=[C:12]([O:20][CH3:21])[CH:11]=1. Given the product [CH3:21][O:20][C:12]1[CH:11]=[C:10]([NH:9][C:6]2[CH2:5][CH2:4][C:3](=[O:8])[C:2]=2[CH3:1])[CH:19]=[CH:18][C:13]=1[C:14]([O:16][CH3:17])=[O:15].[C:13]1([CH3:14])[CH:18]=[CH:19][CH:10]=[CH:11][CH:12]=1, predict the reactants needed to synthesize it. (5) Given the product [CH2:1]([O:4][CH2:5]/[CH:6]=[CH:7]/[C@@H:8]1[O:12][C@@H:11]([CH2:13][CH2:14][C@@H:15]2[O:20][C@H:19]([CH2:21][C@@H:22]3[O:26][C@H:25]([CH2:27][C@@H:28]4[O:32][C:31]([CH3:34])([CH3:33])[N:30]([C:35]([O:37][C:38]([CH3:41])([CH3:40])[CH3:39])=[O:36])[CH2:29]4)[C@H:24]([O:42][CH3:43])[C@H:23]3[C@H:44]([S:109]([C:112]3[CH:113]=[CH:114][CH:115]=[CH:116][CH:117]=3)(=[O:111])=[O:110])[C:45](=[O:108])[CH2:46][C@@H:47]3[O:107][C@@H:51]4[C@H:52]([O:89][Si:90]([C:103]([CH3:106])([CH3:105])[CH3:104])([C:91]5[CH:96]=[CH:95][CH:94]=[CH:93][CH:92]=5)[C:97]5[CH:102]=[CH:101][CH:100]=[CH:99][CH:98]=5)[C@@H:53]5[O:58][C@H:57]([CH2:59][CH:60]([O:63][Si:64]([CH2:69][CH3:70])([CH2:67][CH3:68])[CH2:65][CH3:66])[CH:61]=[CH2:62])[C@H:56]([O:71][Si:72]([C:85]([CH3:87])([CH3:88])[CH3:86])([C:73]6[CH:74]=[CH:75][CH:76]=[CH:77][CH:78]=6)[C:79]6[CH:80]=[CH:81][CH:82]=[CH:83][CH:84]=6)[C@@H:54]5[O:55][C@H:50]4[CH2:49][CH2:48]3)[C:18](=[CH2:118])[C@H:17]([CH3:119])[CH2:16]2)[C:10](=[CH2:120])[CH2:9]1)[CH:2]=[CH2:3], predict the reactants needed to synthesize it. The reactants are: [CH2:1]([O:4][CH2:5]/[CH:6]=[CH:7]/[C@@H:8]1[O:12][C@@H:11]([CH2:13][CH2:14][C@@H:15]2[O:20][C@H:19]([CH2:21][C@@H:22]3[O:26][C@H:25]([CH2:27][C@@H:28]4[O:32][C:31]([CH3:34])([CH3:33])[N:30]([C:35]([O:37][C:38]([CH3:41])([CH3:40])[CH3:39])=[O:36])[CH2:29]4)[C@H:24]([O:42][CH3:43])[C@H:23]3[C@H:44]([S:109]([C:112]3[CH:117]=[CH:116][CH:115]=[CH:114][CH:113]=3)(=[O:111])=[O:110])[CH:45]([OH:108])[CH2:46][C@@H:47]3[O:107][C@@H:51]4[C@H:52]([O:89][Si:90]([C:103]([CH3:106])([CH3:105])[CH3:104])([C:97]5[CH:102]=[CH:101][CH:100]=[CH:99][CH:98]=5)[C:91]5[CH:96]=[CH:95][CH:94]=[CH:93][CH:92]=5)[C@@H:53]5[O:58][C@H:57]([CH2:59][CH:60]([O:63][Si:64]([CH2:69][CH3:70])([CH2:67][CH3:68])[CH2:65][CH3:66])[CH:61]=[CH2:62])[C@H:56]([O:71][Si:72]([C:85]([CH3:88])([CH3:87])[CH3:86])([C:79]6[CH:84]=[CH:83][CH:82]=[CH:81][CH:80]=6)[C:73]6[CH:78]=[CH:77][CH:76]=[CH:75][CH:74]=6)[C@@H:54]5[O:55][C@H:50]4[CH2:49][CH2:48]3)[C:18](=[CH2:118])[C@H:17]([CH3:119])[CH2:16]2)[C:10](=[CH2:120])[CH2:9]1)[CH:2]=[CH2:3].C(=O)(O)[O-].[Na+].CC(OI1(OC(C)=O)(OC(C)=O)OC(=O)C2C=CC=CC1=2)=O.S([O-])([O-])(=O)=S.[Na+].[Na+]. (6) The reactants are: [Br:1][C:2]1[CH:3]=[C:4]([CH:8]=[C:9]2[CH2:14][CH2:13][N:12]([C:15]([O:17][C:18]([CH3:21])([CH3:20])[CH3:19])=[O:16])[CH2:11][CH2:10]2)[CH:5]=[CH:6][CH:7]=1. Given the product [Br:1][C:2]1[CH:3]=[C:4]([CH2:8][CH:9]2[CH2:14][CH2:13][N:12]([C:15]([O:17][C:18]([CH3:21])([CH3:20])[CH3:19])=[O:16])[CH2:11][CH2:10]2)[CH:5]=[CH:6][CH:7]=1, predict the reactants needed to synthesize it. (7) Given the product [C:8]([C:6]1[CH:7]=[C:2]([NH:1][C:19]([NH:31][C:32]2[C:41]3[C:36](=[CH:37][CH:38]=[CH:39][CH:40]=3)[C:35]([N:42]3[C:50]4[CH:49]=[CH:48][N:47]=[CH:46][C:45]=4[CH:44]=[CH:43]3)=[CH:34][CH:33]=2)=[O:22])[C:3]([O:17][CH3:18])=[C:4]([NH:12][S:13]([CH3:16])(=[O:15])=[O:14])[CH:5]=1)([CH3:10])([CH3:11])[CH3:9], predict the reactants needed to synthesize it. The reactants are: [NH2:1][C:2]1[C:3]([O:17][CH3:18])=[C:4]([NH:12][S:13]([CH3:16])(=[O:15])=[O:14])[CH:5]=[C:6]([C:8]([CH3:11])([CH3:10])[CH3:9])[CH:7]=1.[C:19]([O-:22])(O)=O.[Na+].C(Cl)(Cl)=O.[N-]=C=O.[NH2:31][C:32]1[C:41]2[C:36](=[CH:37][CH:38]=[CH:39][CH:40]=2)[C:35]([N:42]2[C:50]3[CH:49]=[CH:48][N:47]=[CH:46][C:45]=3[CH:44]=[CH:43]2)=[CH:34][CH:33]=1.